Dataset: Full USPTO retrosynthesis dataset with 1.9M reactions from patents (1976-2016). Task: Predict the reactants needed to synthesize the given product. (1) Given the product [Cl:10][C:11]1[CH:12]=[C:13]([NH:18][C:19]2[C:28]3[C:23](=[CH:24][CH:25]=[CH:26][C:27]=3[O:29][CH2:30][C@@H:31]([N:33]([CH3:38])[C:34](=[O:37])[CH2:35][OH:36])[CH3:32])[N:22]=[CH:21][N:20]=2)[CH:14]=[CH:15][C:16]=1[O:17][CH2:8][C:3]1[CH:4]=[CH:5][CH:6]=[CH:7][N:2]=1, predict the reactants needed to synthesize it. The reactants are: Cl.[N:2]1[CH:7]=[CH:6][CH:5]=[CH:4][C:3]=1[CH2:8]Cl.[Cl:10][C:11]1[CH:12]=[C:13]([NH:18][C:19]2[C:28]3[C:23](=[CH:24][CH:25]=[CH:26][C:27]=3[O:29][CH2:30][C@@H:31]([N:33]([CH3:38])[C:34](=[O:37])[CH2:35][OH:36])[CH3:32])[N:22]=[CH:21][N:20]=2)[CH:14]=[CH:15][C:16]=1[OH:17]. (2) Given the product [NH2:24][C:2]1[C:3]([S:12][C:13]2[NH:14][C:15]3[C:20]([N:21]=2)=[C:19]([NH2:22])[N:18]=[CH:17][N:16]=3)=[CH:4][C:5]2[C:10]([CH:11]=1)=[CH:9][CH:8]=[CH:7][CH:6]=2, predict the reactants needed to synthesize it. The reactants are: I[C:2]1[C:3]([S:12][C:13]2[NH:14][C:15]3[C:20]([N:21]=2)=[C:19]([NH2:22])[N:18]=[CH:17][N:16]=3)=[CH:4][C:5]2[C:10]([CH:11]=1)=[CH:9][CH:8]=[CH:7][CH:6]=2.Cl.[N:24]([O-])=O.[Na+].NC(N)=O. (3) Given the product [Cl:26][C:12]1[N:13]=[CH:14][N:15]([C:16]2[CH:17]=[CH:18][C:19]([C:22]([F:25])([F:24])[F:23])=[N:20][CH:21]=2)[C:11]=1[C:3]1[C:2]([F:1])=[CH:7][C:6]([O:8][CH3:9])=[CH:5][C:4]=1[F:10], predict the reactants needed to synthesize it. The reactants are: [F:1][C:2]1[CH:7]=[C:6]([O:8][CH3:9])[CH:5]=[C:4]([F:10])[C:3]=1[C:11]1[N:15]([C:16]2[CH:17]=[CH:18][C:19]([C:22]([F:25])([F:24])[F:23])=[N:20][CH:21]=2)[CH:14]=[N:13][CH:12]=1.[Cl:26]N1C(=O)CCC1=O.N(C(C)(C)C#N)=NC(C)(C)C#N. (4) Given the product [Cl:1][C:2]1[N:7]=[C:6]([C:10]2[CH:15]=[CH:14][CH:13]=[CH:12][CH:11]=2)[CH:5]=[CH:4][N:3]=1, predict the reactants needed to synthesize it. The reactants are: [Cl:1][C:2]1[N:7]=[C:6](Cl)[CH:5]=[CH:4][N:3]=1.[Br-].[C:10]1([Zn+])[CH:15]=[CH:14][CH:13]=[CH:12][CH:11]=1.[Cl-].[NH4+]. (5) Given the product [CH3:22][CH:1]([S:4]([NH:21][CH:17]1[CH2:18][CH2:19][CH2:20][CH:16]1[O:15][CH2:8][C:9]1[CH:14]=[CH:13][CH:12]=[CH:11][CH:10]=1)(=[O:5])=[O:6])[CH3:2], predict the reactants needed to synthesize it. The reactants are: [CH2:1]([S:4](Cl)(=[O:6])=[O:5])[CH2:2]C.[CH2:8]([O:15][C@H:16]1[CH2:20][CH2:19][CH2:18][C@@H:17]1[NH2:21])[C:9]1[CH:14]=[CH:13][CH:12]=[CH:11][CH:10]=1.[CH2:22]1CCN2C(=NCCC2)CC1. (6) Given the product [CH2:1]1[C:13]2[NH:12][C:11]3[C:6](=[CH:7][CH:8]=[CH:9][CH:10]=3)[C:5]=2[CH2:4][C@@H:3]([CH2:14][NH:15][CH2:16][C@@H:17]2[O:31][C:21]3=[C:22]4[C:27](=[CH:28][CH:29]=[C:20]3[O:19][CH2:18]2)[N:26]=[C:25]([CH3:30])[CH:24]=[CH:23]4)[CH2:2]1, predict the reactants needed to synthesize it. The reactants are: [CH2:1]1[C:13]2[NH:12][C:11]3[C:6](=[CH:7][CH:8]=[CH:9][CH:10]=3)[C:5]=2[CH2:4][CH:3]([CH2:14][NH:15][CH2:16][C@@H:17]2[O:31][C:21]3=[C:22]4[C:27](=[CH:28][CH:29]=[C:20]3[O:19][CH2:18]2)[N:26]=[C:25]([CH3:30])[CH:24]=[CH:23]4)[CH2:2]1.Cl.